From a dataset of Reaction yield outcomes from USPTO patents with 853,638 reactions. Predict the reaction yield, written as a fraction of the theoretical maximum amount of product (1.0 means a 100% yield; for example, 0.34 means a 34% yield). (1) The reactants are [NH2:1][C:2]1[CH:3]=[C:4]([OH:8])[CH:5]=[CH:6][CH:7]=1.C(=O)([O-])[O-].[Cs+].[Cs+].[CH2:15]([O:22][C:23]1[CH:32]=[C:31]2[C:26]([C:27](Cl)=[N:28][CH:29]=[N:30]2)=[CH:25][C:24]=1[O:34][CH3:35])[C:16]1[CH:21]=[CH:20][CH:19]=[CH:18][CH:17]=1. The catalyst is O1CCCC1. The product is [CH2:15]([O:22][C:23]1[CH:32]=[C:31]2[C:26]([C:27]([O:8][C:4]3[CH:3]=[C:2]([CH:7]=[CH:6][CH:5]=3)[NH2:1])=[N:28][CH:29]=[N:30]2)=[CH:25][C:24]=1[O:34][CH3:35])[C:16]1[CH:21]=[CH:20][CH:19]=[CH:18][CH:17]=1. The yield is 0.740. (2) The reactants are [Br:1][C:2]1[CH:7]=[CH:6][CH:5]=[C:4]([O:8][CH2:9][CH:10](OCC)OCC)[CH:3]=1.O. The catalyst is C1(C)C=CC=CC=1. The product is [Br:1][C:2]1[CH:7]=[CH:6][C:5]2[CH:10]=[CH:9][O:8][C:4]=2[CH:3]=1. The yield is 0.680. (3) The reactants are [Br:1][C:2]1[N:6](S(C2C=CC=CC=2)(=O)=O)[CH:5]=[C:4]([CH2:16][N:17]([CH3:25])[C:18](=[O:24])[O:19][C:20]([CH3:23])([CH3:22])[CH3:21])[CH:3]=1.O. The catalyst is O1CCCC1.CO.[OH-].[Na+]. The product is [Br:1][C:2]1[NH:6][CH:5]=[C:4]([CH2:16][N:17]([CH3:25])[C:18](=[O:24])[O:19][C:20]([CH3:21])([CH3:22])[CH3:23])[CH:3]=1. The yield is 0.610.